Task: Predict the product of the given reaction.. Dataset: Forward reaction prediction with 1.9M reactions from USPTO patents (1976-2016) (1) The product is: [C:9]([O:13][C:14]([N:16]1[CH2:21][CH2:20][C:19]2[C:22]([C:23]([F:26])([F:24])[F:25])=[N:8][CH:6]=[N:7][C:18]=2[CH2:17]1)=[O:15])([CH3:12])([CH3:10])[CH3:11]. Given the reactants [O-]CC.[Na+].Cl.[CH:6]([NH2:8])=[NH:7].[C:9]([O:13][C:14]([N:16]1[CH2:21][CH2:20][CH:19]([C:22](=O)[C:23]([F:26])([F:25])[F:24])[C:18](=O)[CH2:17]1)=[O:15])([CH3:12])([CH3:11])[CH3:10], predict the reaction product. (2) Given the reactants [CH3:1][N:2]([C:4]([NH2:6])=[O:5])[NH2:3].[F:7][C:8]1[CH:17]=[C:16]2[C:11]([CH:12]=[CH:13][CH:14]=[N:15]2)=[CH:10][C:9]=1[CH2:18][C:19]1[N:23]2[N:24]=[C:25]([C:28](=O)[CH3:29])[CH:26]=[CH:27][C:22]2=[N:21][CH:20]=1, predict the reaction product. The product is: [F:7][C:8]1[CH:17]=[C:16]2[C:11]([CH:12]=[CH:13][CH:14]=[N:15]2)=[CH:10][C:9]=1[CH2:18][C:19]1[N:23]2[N:24]=[C:25](/[C:28](=[N:3]/[N:2]([CH3:1])[C:4]([NH2:6])=[O:5])/[CH3:29])[CH:26]=[CH:27][C:22]2=[N:21][CH:20]=1. (3) Given the reactants Cl.[NH2:2][CH2:3][CH2:4][CH2:5][N:6]1[C:15]2[CH:14]=[CH:13][C:12]([O:16]C)=[CH:11][C:10]=2[C:9]2=[N:18][NH:19][C:20]([CH3:21])=[C:8]2[C:7]1=[O:22].B(Br)(Br)Br, predict the reaction product. The product is: [NH2:2][CH2:3][CH2:4][CH2:5][N:6]1[C:15]2[CH:14]=[CH:13][C:12]([OH:16])=[CH:11][C:10]=2[C:9]2=[N:18][NH:19][C:20]([CH3:21])=[C:8]2[C:7]1=[O:22]. (4) The product is: [OH:7][CH2:6][CH2:8][NH:9][CH2:1][CH:2]([OH:3])[CH2:4][OH:5]. Given the reactants [CH2:1]1[O:3][CH:2]1[CH2:4][OH:5].[CH2:6]([CH2:8][NH2:9])[OH:7], predict the reaction product. (5) Given the reactants [CH3:1][N:2]1[CH:6]=[CH:5][C:4]([NH:7][C:8]2[C:13](/[CH:14]=[CH:15]/[C:16]#[N:17])=[CH:12][N:11]=[C:10](S(C)=O)[N:9]=2)=[N:3]1.[CH3:21][N:22]1[CH2:27][CH2:26][N:25]([C:28]2[CH:34]=[CH:33][C:31]([NH2:32])=[CH:30][CH:29]=2)[CH2:24][CH2:23]1, predict the reaction product. The product is: [CH3:1][N:2]1[CH:6]=[CH:5][C:4]([NH:7][C:8]2[C:13](/[CH:14]=[CH:15]/[C:16]#[N:17])=[CH:12][N:11]=[C:10]([NH:32][C:31]3[CH:30]=[CH:29][C:28]([N:25]4[CH2:24][CH2:23][N:22]([CH3:21])[CH2:27][CH2:26]4)=[CH:34][CH:33]=3)[N:9]=2)=[N:3]1. (6) Given the reactants [C:1]([C:3]1[CH:4]=[N:5][N:6]2[C:11]([C:12]([F:15])([F:14])[F:13])=[CH:10][C:9]([C:16]3[CH:21]=[CH:20][CH:19]=[C:18]([C:22]([F:25])([F:24])[F:23])[CH:17]=3)=[N:8][C:7]=12)#[CH:2].[NH2:26][C:27]1[N:32]=[CH:31][C:30](Br)=[CH:29][CH:28]=1, predict the reaction product. The product is: [F:15][C:12]([F:14])([F:13])[C:11]1[N:6]2[N:5]=[CH:4][C:3]([C:1]#[C:2][C:30]3[CH:29]=[CH:28][C:27]([NH2:26])=[N:32][CH:31]=3)=[C:7]2[N:8]=[C:9]([C:16]2[CH:21]=[CH:20][CH:19]=[C:18]([C:22]([F:25])([F:24])[F:23])[CH:17]=2)[CH:10]=1.